Dataset: Full USPTO retrosynthesis dataset with 1.9M reactions from patents (1976-2016). Task: Predict the reactants needed to synthesize the given product. (1) Given the product [C:22]([C:25]1[CH:26]=[CH:27][C:28]([S:31]([NH:1][C:2]2[CH:11]=[CH:10][C:9]3[NH:8][C:7](=[O:12])[C:6]4[NH:13][CH:14]=[CH:15][C:5]=4[C:4]=3[CH:3]=2)(=[O:33])=[O:32])=[CH:29][CH:30]=1)(=[O:24])[CH3:23].[CH2:17]([C:19]([O-:21])=[O:20])[CH3:18], predict the reactants needed to synthesize it. The reactants are: [NH2:1][C:2]1[CH:11]=[CH:10][C:9]2[NH:8][C:7](=[O:12])[C:6]3[NH:13][CH:14]=[CH:15][C:5]=3[C:4]=2[CH:3]=1.Cl.[CH2:17]([C:19]([OH:21])=[O:20])[CH3:18].[C:22]([C:25]1[CH:30]=[CH:29][C:28]([S:31](Cl)(=[O:33])=[O:32])=[CH:27][CH:26]=1)(=[O:24])[CH3:23]. (2) Given the product [C:1]([O:5][C:6](=[O:31])[NH:7][CH:8]1[CH2:13][CH2:12][CH:11]([NH:14][C:15]2[C:16]3[N:17]([C:21]([C:24]4[CH:29]=[CH:28][CH:27]=[C:26]([NH:40][CH2:39][C:33]5[S:32][CH:36]=[CH:35][CH:34]=5)[N:25]=4)=[CH:22][N:23]=3)[CH:18]=[CH:19][N:20]=2)[CH2:10][CH2:9]1)([CH3:4])([CH3:3])[CH3:2], predict the reactants needed to synthesize it. The reactants are: [C:1]([O:5][C:6](=[O:31])[NH:7][CH:8]1[CH2:13][CH2:12][CH:11]([NH:14][C:15]2[C:16]3[N:17]([C:21]([C:24]4[CH:29]=[CH:28][CH:27]=[C:26](Br)[N:25]=4)=[CH:22][N:23]=3)[CH:18]=[CH:19][N:20]=2)[CH2:10][CH2:9]1)([CH3:4])([CH3:3])[CH3:2].[S:32]1[CH:36]=[CH:35][CH:34]=[C:33]1NC.[CH3:39][N:40](C1C(C2C(P(C3CCCCC3)C3CCCCC3)=CC=CC=2)=CC=CC=1)C.CC([O-])(C)C.[Na+].